This data is from Reaction yield outcomes from USPTO patents with 853,638 reactions. The task is: Predict the reaction yield, written as a fraction of the theoretical maximum amount of product (1.0 means a 100% yield; for example, 0.34 means a 34% yield). (1) The reactants are [N:1]12[CH2:8][CH2:7][C:4]([C:9]([C:17]3[CH:22]=[CH:21][CH:20]=[CH:19][CH:18]=3)([C:11]3[CH:16]=[CH:15][CH:14]=[CH:13][CH:12]=3)[OH:10])([CH2:5][CH2:6]1)[CH2:3][CH2:2]2.[F:23][C:24]1[CH:29]=[CH:28][CH:27]=[CH:26][C:25]=1[O:30][CH2:31][CH2:32][CH2:33][Br:34]. The catalyst is CC#N. The product is [Br-:34].[F:23][C:24]1[CH:29]=[CH:28][CH:27]=[CH:26][C:25]=1[O:30][CH2:31][CH2:32][CH2:33][N+:1]12[CH2:6][CH2:5][C:4]([C:9]([OH:10])([C:17]3[CH:22]=[CH:21][CH:20]=[CH:19][CH:18]=3)[C:11]3[CH:12]=[CH:13][CH:14]=[CH:15][CH:16]=3)([CH2:3][CH2:2]1)[CH2:7][CH2:8]2. The yield is 0.683. (2) The reactants are [C:1]1([NH:7][C:8]([NH2:10])=[O:9])[CH:6]=[CH:5][CH:4]=[CH:3][CH:2]=1.Cl[C:12]([S:14]Cl)=[O:13]. The catalyst is C1COCC1. The product is [C:1]1([N:7]2[C:8](=[O:9])[NH:10][C:12](=[O:13])[S:14]2)[CH:6]=[CH:5][CH:4]=[CH:3][CH:2]=1. The yield is 0.200. (3) The yield is 0.640. The catalyst is C1(C)C=CC=CC=1. The product is [F:18][C:14]1[N:13]=[C:12]([C:2]2([C:3]#[N:4])[CH2:7][CH2:6][CH2:5]2)[CH:17]=[CH:16][CH:15]=1. The reactants are F[C:2]1[C:3](CC#N)=[N:4][CH:5]=[CH:6][CH:7]=1.F[C:12]1[CH:17]=[CH:16][CH:15]=[C:14]([F:18])[N:13]=1.C[Si]([N-][Si](C)(C)C)(C)C.[Na+].